From a dataset of Reaction yield outcomes from USPTO patents with 853,638 reactions. Predict the reaction yield, written as a fraction of the theoretical maximum amount of product (1.0 means a 100% yield; for example, 0.34 means a 34% yield). (1) The reactants are F[C:2]1[CH:12]=[CH:11][C:5]([C:6]([O:8][CH2:9][CH3:10])=[O:7])=[CH:4][CH:3]=1.[CH3:13][C:14]1([CH3:20])[CH2:19][NH:18][CH2:17][CH2:16][NH:15]1.C(N(C(C)C)C(C)C)C. The catalyst is CC(N(C)C)=O. The product is [CH3:13][C:14]1([CH3:20])[NH:15][CH2:16][CH2:17][N:18]([C:2]2[CH:12]=[CH:11][C:5]([C:6]([O:8][CH2:9][CH3:10])=[O:7])=[CH:4][CH:3]=2)[CH2:19]1. The yield is 0.553. (2) The reactants are [NH2:1][C:2]1[CH:7]=[CH:6][C:5]([CH2:8][CH2:9][C:10]([O:12][CH2:13][CH3:14])=[O:11])=[C:4]([F:15])[CH:3]=1.[CH2:16]([O:18][CH2:19][CH2:20][O:21][C:22]1[CH:27]=[C:26]([CH3:28])[C:25]([C:29]2[CH:34]=[CH:33][CH:32]=[C:31]([CH:35]=O)[CH:30]=2)=[C:24]([CH3:37])[CH:23]=1)[CH3:17]. The catalyst is C1(C)C=CC=CC=1. The product is [CH2:16]([O:18][CH2:19][CH2:20][O:21][C:22]1[CH:27]=[C:26]([CH3:28])[C:25]([C:29]2[CH:34]=[CH:33][CH:32]=[C:31]([CH2:35][NH:1][C:2]3[CH:7]=[CH:6][C:5]([CH2:8][CH2:9][C:10]([O:12][CH2:13][CH3:14])=[O:11])=[C:4]([F:15])[CH:3]=3)[CH:30]=2)=[C:24]([CH3:37])[CH:23]=1)[CH3:17]. The yield is 0.830. (3) The reactants are [OH:1][C@H:2]1[CH:6]=[CH:5][C@@H:4]([O:7][Si](C(C)(C)C)(C)C)[CH2:3]1.CC[O:17][C:18]([CH3:20])=[O:19].[CH3:21][CH2:22]CCCC. No catalyst specified. The product is [OH:1][C@@H:2]1[CH:6]=[CH:5][C@H:4]([O:7][CH:20]([CH2:21][CH3:22])[C:18]([OH:17])=[O:19])[CH2:3]1. The yield is 0.770. (4) The reactants are [C:1]([O:5][C:6](=[O:32])[NH:7][CH2:8][CH2:9][CH2:10][CH2:11][C:12]1[CH:17]=[CH:16][C:15]([O:18][CH2:19][CH2:20][NH:21]C(OCC2C=CC=CC=2)=O)=[CH:14][CH:13]=1)([CH3:4])([CH3:3])[CH3:2].[H][H].C(Cl)Cl.C1COCC1. The catalyst is C(O)C.[Pd]. The product is [C:1]([O:5][C:6](=[O:32])[NH:7][CH2:8][CH2:9][CH2:10][CH2:11][C:12]1[CH:13]=[CH:14][C:15]([O:18][CH2:19][CH2:20][NH2:21])=[CH:16][CH:17]=1)([CH3:4])([CH3:2])[CH3:3]. The yield is 0.740. (5) The reactants are Br[C:2]1[CH:3]=[C:4]([C:26]([F:29])([F:28])[F:27])[C:5]2[N:6]([C:8]([Cl:25])=[C:9]([C:11]([N:13]3[CH2:17][CH2:16][CH:15]([C:18]4[CH:23]=[CH:22][C:21]([F:24])=[CH:20][CH:19]=4)[CH2:14]3)=[O:12])[N:10]=2)[CH:7]=1.[O:30]1[CH:34]=[CH:33][C:32](B(O)O)=[CH:31]1. The catalyst is [O-]P([O-])([O-])=O.[K+].[K+].[K+].O1CCOCC1.CCOC(C)=O.C1C=CC([P]([Pd]([P](C2C=CC=CC=2)(C2C=CC=CC=2)C2C=CC=CC=2)([P](C2C=CC=CC=2)(C2C=CC=CC=2)C2C=CC=CC=2)[P](C2C=CC=CC=2)(C2C=CC=CC=2)C2C=CC=CC=2)(C2C=CC=CC=2)C2C=CC=CC=2)=CC=1. The product is [Cl:25][C:8]1[N:6]2[CH:7]=[C:2]([C:32]3[CH:33]=[CH:34][O:30][CH:31]=3)[CH:3]=[C:4]([C:26]([F:29])([F:28])[F:27])[C:5]2=[N:10][C:9]=1[C:11]([N:13]1[CH2:17][CH2:16][CH:15]([C:18]2[CH:23]=[CH:22][C:21]([F:24])=[CH:20][CH:19]=2)[CH2:14]1)=[O:12]. The yield is 0.910. (6) The reactants are [NH:1]1[C:9]2[C:4](=[N:5][CH:6]=[CH:7][CH:8]=2)[C:3]([CH2:10][C@H:11]2[CH2:15][CH2:14][CH2:13][N:12]2[C:16](OC(C)(C)C)=O)=[CH:2]1.[H-].[Al+3].[Li+].[H-].[H-].[H-]. The catalyst is O1CCCC1. The product is [CH3:16][N:12]1[CH2:13][CH2:14][CH2:15][C@@H:11]1[CH2:10][C:3]1[C:4]2=[N:5][CH:6]=[CH:7][CH:8]=[C:9]2[NH:1][CH:2]=1. The yield is 0.700. (7) The reactants are [OH:1][CH:2]([C:13]1[CH:18]=[CH:17][CH:16]=[CH:15][C:14]=1[O:19][CH3:20])[CH2:3][O:4][C:5]1[CH:12]=[CH:11][C:8]([CH:9]=O)=[CH:7][CH:6]=1.[S:21]1[CH2:25][C:24](=[O:26])[NH:23][C:22]1=[O:27].N1CCCCC1. The catalyst is CCO. The product is [OH:1][CH:2]([C:13]1[CH:18]=[CH:17][CH:16]=[CH:15][C:14]=1[O:19][CH3:20])[CH2:3][O:4][C:5]1[CH:12]=[CH:11][C:8](/[CH:9]=[C:25]2/[C:24](=[O:26])[NH:23][C:22](=[O:27])[S:21]/2)=[CH:7][CH:6]=1. The yield is 0.800.